This data is from Reaction yield outcomes from USPTO patents with 853,638 reactions. The task is: Predict the reaction yield, written as a fraction of the theoretical maximum amount of product (1.0 means a 100% yield; for example, 0.34 means a 34% yield). (1) The reactants are [F:1][C:2]1[CH:3]=[C:4]([CH:8]=[CH:9][C:10]=1[C:11]1[C:15]2=[N:16][CH:17]=[CH:18][CH:19]=[C:14]2[NH:13][N:12]=1)[C:5]([OH:7])=[O:6].[Li+].CC([N-]C(C)C)C.[Cl:28][C:29]1[CH:37]=[CH:36][CH:35]=[C:34]([CH:38]2[CH2:42][CH2:41][CH2:40][CH2:39]2)[C:30]=1[C:31](Cl)=[O:32]. The catalyst is C1COCC1. The product is [Cl:28][C:29]1[CH:37]=[CH:36][CH:35]=[C:34]([CH:38]2[CH2:39][CH2:40][CH2:41][CH2:42]2)[C:30]=1[C:31]([N:13]1[C:14]2[C:15](=[N:16][CH:17]=[CH:18][CH:19]=2)[C:11]([C:10]2[CH:9]=[CH:8][C:4]([C:5]([OH:7])=[O:6])=[CH:3][C:2]=2[F:1])=[N:12]1)=[O:32]. The yield is 0.140. (2) The reactants are [C:1]([O:4][C@@H:5]1[C@@H:10]([O:11][C:12](=[O:14])[CH3:13])[C@H:9]([O:15][C:16](=[O:18])[CH3:17])[C@@H:8]([CH2:19][O:20][C:21](=[O:23])[CH3:22])[O:7][C@@H:6]1Br)(=[O:3])[CH3:2].[N-:25]=[N+:26]=[N-:27].[Na+]. The catalyst is CN(C=O)C. The product is [C:1]([O:4][C@@H:5]1[C@@H:10]([O:11][C:12](=[O:14])[CH3:13])[C@H:9]([O:15][C:16](=[O:18])[CH3:17])[C@@H:8]([CH2:19][O:20][C:21](=[O:23])[CH3:22])[O:7][C@H:6]1[N:25]=[N+:26]=[N-:27])(=[O:3])[CH3:2]. The yield is 0.790. (3) The reactants are CO[CH:3](OC)[N:4]([CH3:6])[CH3:5].[CH:9]12[CH2:18][CH:13]3[CH2:14][CH:15]([CH2:17][CH:11]([CH2:12]3)[CH:10]1[NH:19][C:20](=[O:29])[CH2:21][C:22]([CH:24]1[CH2:28][CH2:27][CH2:26][CH2:25]1)=[O:23])[CH2:16]2. The catalyst is O1CCOCC1. The product is [CH:9]12[CH2:16][CH:15]3[CH2:14][CH:13]([CH2:12][CH:11]([CH2:17]3)[CH:10]1[NH:19][C:20](=[O:29])/[C:21](/[C:22]([CH:24]1[CH2:28][CH2:27][CH2:26][CH2:25]1)=[O:23])=[CH:3]\[N:4]([CH3:5])[CH3:6])[CH2:18]2. The yield is 0.990. (4) The reactants are [F:1][C:2]1[CH:7]=[C:6]([I:8])[CH:5]=[CH:4][C:3]=1[NH:9][C:10]1[C:11]([C:15]([OH:17])=O)=[CH:12][S:13][CH:14]=1.Cl.CN(C)CCCN=C=NCC.Cl.[OH:31][CH2:32][C:33]1([OH:37])[CH2:36][NH:35][CH2:34]1. The catalyst is CN(C)C1C=CN=CC=1.CN(C=O)C. The product is [F:1][C:2]1[CH:7]=[C:6]([I:8])[CH:5]=[CH:4][C:3]=1[NH:9][C:10]1[C:11]([C:15]([N:35]2[CH2:36][C:33]([CH2:32][OH:31])([OH:37])[CH2:34]2)=[O:17])=[CH:12][S:13][CH:14]=1. The yield is 1.00.